Dataset: NCI-60 drug combinations with 297,098 pairs across 59 cell lines. Task: Regression. Given two drug SMILES strings and cell line genomic features, predict the synergy score measuring deviation from expected non-interaction effect. Drug 1: CS(=O)(=O)CCNCC1=CC=C(O1)C2=CC3=C(C=C2)N=CN=C3NC4=CC(=C(C=C4)OCC5=CC(=CC=C5)F)Cl. Drug 2: C1CN(P(=O)(OC1)NCCCl)CCCl. Cell line: NCIH23. Synergy scores: CSS=8.38, Synergy_ZIP=-0.950, Synergy_Bliss=2.83, Synergy_Loewe=5.07, Synergy_HSA=2.39.